This data is from Full USPTO retrosynthesis dataset with 1.9M reactions from patents (1976-2016). The task is: Predict the reactants needed to synthesize the given product. (1) Given the product [CH:2]1([C:5]2[N:10]=[C:9]([C:11]3[S:15][C:14]([NH2:16])=[N:13][C:12]=3[CH3:20])[CH:8]=[N:7][CH:6]=2)[CH2:4][CH2:3]1, predict the reactants needed to synthesize it. The reactants are: Cl.[CH:2]1([C:5]2[N:10]=[C:9]([C:11]3[S:15][C:14]([NH:16]C(=O)C)=[N:13][C:12]=3[CH3:20])[CH:8]=[N:7][CH:6]=2)[CH2:4][CH2:3]1. (2) Given the product [Cl:28][C:12]1[CH:13]=[CH:14][C:15]([C:17]2[N:21]=[C:20]([C:22]3[S:23][CH:24]=[CH:25][C:26]=3[Cl:27])[O:19][N:18]=2)=[CH:16][C:11]=1[N:9]([CH3:10])[CH2:8][CH2:7][CH2:6][C:5]([OH:29])=[O:4], predict the reactants needed to synthesize it. The reactants are: [Li+].[OH-].C[O:4][C:5](=[O:29])[CH2:6][CH2:7][CH2:8][N:9]([C:11]1[CH:16]=[C:15]([C:17]2[N:21]=[C:20]([C:22]3[S:23][CH:24]=[CH:25][C:26]=3[Cl:27])[O:19][N:18]=2)[CH:14]=[CH:13][C:12]=1[Cl:28])[CH3:10]. (3) Given the product [CH2:6]([O:13][C:14]1[CH:15]=[C:16]([CH:17]=[CH:18][CH:19]=1)[CH2:20][C:21]1[CH:26]=[C:25]([C:27]2[C:28]([NH2:33])=[N:29][CH:30]=[CH:31][CH:32]=2)[O:23][N:22]=1)[C:7]1[CH:12]=[CH:11][CH:10]=[CH:9][CH:8]=1, predict the reactants needed to synthesize it. The reactants are: O1CCCC1.[CH2:6]([O:13][C:14]1[CH:15]=[C:16]([CH2:20][C:21](Cl)=[N:22][OH:23])[CH:17]=[CH:18][CH:19]=1)[C:7]1[CH:12]=[CH:11][CH:10]=[CH:9][CH:8]=1.[C:25]([C:27]1[C:28]([NH2:33])=[N:29][CH:30]=[CH:31][CH:32]=1)#[CH:26].C(N(CC)CC)C. (4) Given the product [CH3:24][C:25]1[C:29]([C:2]2[N:7]=[C:6]3[S:8][C:9]([NH:11][C:12](=[O:23])[C:13]4[CH:18]=[CH:17][C:16]([C:19]([OH:22])([CH3:21])[CH3:20])=[CH:15][CH:14]=4)=[N:10][C:5]3=[CH:4][CH:3]=2)=[C:28]([CH3:39])[NH:27][N:26]=1, predict the reactants needed to synthesize it. The reactants are: Br[C:2]1[N:7]=[C:6]2[S:8][C:9]([NH:11][C:12](=[O:23])[C:13]3[CH:18]=[CH:17][C:16]([C:19]([OH:22])([CH3:21])[CH3:20])=[CH:15][CH:14]=3)=[N:10][C:5]2=[CH:4][CH:3]=1.[CH3:24][C:25]1[C:29](B2OC(C)(C)C(C)(C)O2)=[C:28]([CH3:39])[NH:27][N:26]=1. (5) Given the product [Br:1][C:2]1[C:3]([C:12]([F:15])([F:14])[F:13])=[CH:4][C:5]([N+:9]([O-:11])=[O:10])=[C:6]([NH:39][CH:36]2[CH2:35][CH2:34][N:33]([CH:30]3[CH2:31][CH2:32][O:27][CH2:28][CH2:29]3)[CH2:38][CH2:37]2)[CH:7]=1, predict the reactants needed to synthesize it. The reactants are: [Br:1][C:2]1[CH:7]=[C:6](F)[C:5]([N+:9]([O-:11])=[O:10])=[CH:4][C:3]=1[C:12]([F:15])([F:14])[F:13].C(N(C(C)C)CC)(C)C.Cl.Cl.[O:27]1[CH2:32][CH2:31][CH:30]([N:33]2[CH2:38][CH2:37][CH:36]([NH2:39])[CH2:35][CH2:34]2)[CH2:29][CH2:28]1. (6) Given the product [F:11][C:7]1[C:5]2[NH:6][C:2]([NH:13][CH3:12])=[N:3][C:4]=2[CH:10]=[CH:9][CH:8]=1, predict the reactants needed to synthesize it. The reactants are: Cl[C:2]1[NH:6][C:5]2[C:7]([F:11])=[CH:8][CH:9]=[CH:10][C:4]=2[N:3]=1.[CH3:12][NH2:13]. (7) Given the product [C@H:1]([N:5]1[C:6]2[C:7](=[N:8][CH:9]=[C:10]([Cl:17])[C:11]=2[N:12]2[CH:16]=[CH:15][CH:14]=[N:13]2)[N:18]=[C:19]1[OH:20])([CH2:3][CH3:4])[CH3:2], predict the reactants needed to synthesize it. The reactants are: [C@H:1]([NH:5][C:6]1[C:7]([NH2:18])=[N:8][CH:9]=[C:10]([Cl:17])[C:11]=1[N:12]1[CH:16]=[CH:15][CH:14]=[N:13]1)([CH2:3][CH3:4])[CH3:2].[C:19](N1C=CN=C1)(N1C=CN=C1)=[O:20].Cl. (8) Given the product [CH3:11][C:2]([NH:1][S:34]([C:25]1[CH:26]=[CH:27][C:28]2[C:33](=[CH:32][CH:31]=[CH:30][CH:29]=2)[CH:24]=1)(=[O:36])=[O:35])([CH3:12])[C:3](=[O:4])[C:5]1[CH:10]=[CH:9][CH:8]=[CH:7][CH:6]=1, predict the reactants needed to synthesize it. The reactants are: [NH2:1][C:2]([CH3:12])([CH3:11])[C:3]([C:5]1[CH:10]=[CH:9][CH:8]=[CH:7][CH:6]=1)=[O:4].CC1C=CC(S(O)(=O)=O)=CC=1.[CH:24]1[C:33]2[C:28](=[CH:29][CH:30]=[CH:31][CH:32]=2)[CH:27]=[CH:26][C:25]=1[S:34](Cl)(=[O:36])=[O:35].C(N(CC)CC)C. (9) Given the product [CH2:21]([O:10][C:4]1[CH:3]=[C:2]([Cl:1])[CH:9]=[CH:8][C:5]=1[CH:6]=[O:7])[CH:17]=[CH2:18], predict the reactants needed to synthesize it. The reactants are: [Cl:1][C:2]1[CH:9]=[CH:8][C:5]([CH:6]=[O:7])=[C:4]([OH:10])[CH:3]=1.C(=O)([O-])[O-].[Cs+].[Cs+].[CH2:17]1[CH2:21]OC[CH2:18]1. (10) Given the product [C:5]([NH:4][CH2:3][CH2:2][NH:1][CH2:15][C:16]([O:18][CH2:19][C:20]1[CH:25]=[CH:24][CH:23]=[CH:22][CH:21]=1)=[O:17])(=[O:7])[CH3:6], predict the reactants needed to synthesize it. The reactants are: [NH2:1][CH2:2][CH2:3][NH:4][C:5](=[O:7])[CH3:6].C(=O)([O-])[O-].[K+].[K+].Br[CH2:15][C:16]([O:18][CH2:19][C:20]1[CH:25]=[CH:24][CH:23]=[CH:22][CH:21]=1)=[O:17].